This data is from Full USPTO retrosynthesis dataset with 1.9M reactions from patents (1976-2016). The task is: Predict the reactants needed to synthesize the given product. Given the product [F:1][C:2]1[CH:3]=[C:4]([CH:7]=[CH:8][C:9]=1[C:10]#[C:11][CH2:12][CH2:13][CH2:14][CH2:15][C:16]1[CH:21]=[CH:20][CH:19]=[CH:18][CH:17]=1)[CH2:5][NH:22][CH2:23][CH2:24][CH2:25][P:26](=[O:27])([OH:29])[OH:28], predict the reactants needed to synthesize it. The reactants are: [F:1][C:2]1[CH:3]=[C:4]([CH:7]=[CH:8][C:9]=1[C:10]#[C:11][CH2:12][CH2:13][CH2:14][CH2:15][C:16]1[CH:21]=[CH:20][CH:19]=[CH:18][CH:17]=1)[CH:5]=O.[NH2:22][CH2:23][CH2:24][CH2:25][P:26](=[O:29])([OH:28])[OH:27].[OH-].C([N+](CCCC)(CCCC)CCCC)CCC.[BH4-].[Na+].